Task: Predict the product of the given reaction.. Dataset: Forward reaction prediction with 1.9M reactions from USPTO patents (1976-2016) Given the reactants C[O:2][C:3]([C:5]1([NH:14][C:15](=[O:26])[CH2:16][C:17]2[C:22]([CH3:23])=[CH:21][C:20]([CH3:24])=[CH:19][C:18]=2[CH3:25])[CH2:10][CH2:9][N:8]([O:11][CH2:12][CH3:13])[CH2:7][CH2:6]1)=O.C[O-].[Na+], predict the reaction product. The product is: [CH2:12]([O:11][N:8]1[CH2:9][CH2:10][C:5]2([NH:14][C:15](=[O:26])[C:16]([C:17]3[C:22]([CH3:23])=[CH:21][C:20]([CH3:24])=[CH:19][C:18]=3[CH3:25])=[C:3]2[OH:2])[CH2:6][CH2:7]1)[CH3:13].